This data is from Forward reaction prediction with 1.9M reactions from USPTO patents (1976-2016). The task is: Predict the product of the given reaction. (1) Given the reactants ClC(Cl)(Cl)C(=N)O[CH:5]([C:7]1[CH:8]=[CH:9][C:10]([C:17]([F:20])([F:19])[F:18])=[C:11]2[C:16]=1[N:15]=[CH:14][CH:13]=[CH:12]2)[CH3:6].[F:24][C:25]1[CH:30]=[CH:29][C:28]([C:31]2([CH2:44][OH:45])[CH2:36][CH2:35][N:34]([C:37]([O:39][C:40]([CH3:43])([CH3:42])[CH3:41])=[O:38])[CH2:33][CH2:32]2)=[CH:27][CH:26]=1, predict the reaction product. The product is: [F:24][C:25]1[CH:26]=[CH:27][C:28]([C:31]2([CH2:44][O:45][CH:5]([C:7]3[CH:8]=[CH:9][C:10]([C:17]([F:20])([F:18])[F:19])=[C:11]4[C:16]=3[N:15]=[CH:14][CH:13]=[CH:12]4)[CH3:6])[CH2:32][CH2:33][N:34]([C:37]([O:39][C:40]([CH3:41])([CH3:42])[CH3:43])=[O:38])[CH2:35][CH2:36]2)=[CH:29][CH:30]=1. (2) The product is: [CH2:2]([O:4][C:5]([N:7]1[C:15]([NH2:16])=[C:10]2[CH2:11][N:12]([S:34]([C:29]3[CH:28]=[C:27]([F:26])[CH:32]=[C:31]([F:33])[CH:30]=3)(=[O:36])=[O:35])[CH2:13][CH2:14][C:9]2=[N:8]1)=[O:6])[CH3:3]. Given the reactants Cl.[CH2:2]([O:4][C:5]([N:7]1[C:15]([NH2:16])=[C:10]2[CH2:11][NH:12][CH2:13][CH2:14][C:9]2=[N:8]1)=[O:6])[CH3:3].C(N(CC)C(C)C)(C)C.[F:26][C:27]1[CH:28]=[C:29]([S:34](Cl)(=[O:36])=[O:35])[CH:30]=[C:31]([F:33])[CH:32]=1, predict the reaction product.